Dataset: Reaction yield outcomes from USPTO patents with 853,638 reactions. Task: Predict the reaction yield, written as a fraction of the theoretical maximum amount of product (1.0 means a 100% yield; for example, 0.34 means a 34% yield). (1) The reactants are Cl[C:2]1[C:3]([C:22]2[CH:27]=[CH:26][C:25]([C:28]#[N:29])=[CH:24][CH:23]=2)=[N:4][C:5]([NH:8][CH2:9][C@H:10]2[CH2:14][CH2:13][N:12](C(OC(C)(C)C)=O)[CH2:11]2)=[N:6][CH:7]=1.C#C.C1CC1.CC(C1C=C(C(C)C)C(C2C=CC=CC=2P([CH:60]2[CH2:65][CH2:64][CH2:63][CH2:62]C2)[CH:64]2[CH2:65][CH2:60]C[CH2:62][CH2:63]2)=C(C(C)C)C=1)C.C([O-])([O-])=O.[K+].[K+].C(O)(C(F)(F)F)=O. The catalyst is C(#N)C.C(Cl)Cl. The product is [CH:64]1([C:63]#[C:62][C:2]2[C:3]([C:22]3[CH:23]=[CH:24][C:25]([C:28]#[N:29])=[CH:26][CH:27]=3)=[N:4][C:5]([NH:8][CH2:9][C@H:10]3[CH2:14][CH2:13][NH:12][CH2:11]3)=[N:6][CH:7]=2)[CH2:65][CH2:60]1. The yield is 0.0300. (2) The catalyst is C(O)(=O)C.C1COCC1.C1CCCCC1. The product is [Br:12][CH2:10][C:9]([C:8]1[N:4]([CH:1]([CH3:3])[CH3:2])[N:5]=[CH:6][N:7]=1)=[O:11]. The yield is 0.360. The reactants are [CH:1]([N:4]1[C:8]([C:9](=[O:11])[CH3:10])=[N:7][CH:6]=[N:5]1)([CH3:3])[CH3:2].[Br-:12].[Br-].[Br-].C1([N+](C)(C)C)C=CC=CC=1.C1([N+](C)(C)C)C=CC=CC=1.C1([N+](C)(C)C)C=CC=CC=1.C(OCC)(=O)C. (3) The yield is 0.400. The product is [CH3:8][C:7]1[C:2]([B:20]2[O:21][C:22]([CH3:24])([CH3:23])[C:18]([CH3:25])([CH3:17])[O:19]2)=[C:3]([NH2:9])[CH:4]=[CH:5][CH:6]=1. The reactants are Br[C:2]1[C:7]([CH3:8])=[CH:6][CH:5]=[CH:4][C:3]=1[NH2:9].CCN(CC)CC.[CH3:17][C:18]1([CH3:25])[C:22]([CH3:24])([CH3:23])[O:21][BH:20][O:19]1. The catalyst is Cl[Pd](Cl)([P](C1C=CC=CC=1)(C1C=CC=CC=1)C1C=CC=CC=1)[P](C1C=CC=CC=1)(C1C=CC=CC=1)C1C=CC=CC=1.O1CCOCC1. (4) The reactants are O1[C:5]2([CH2:10][CH2:9][CH:8]([O:11][C:12]3[CH:17]=[CH:16][N:15]=[CH:14][CH:13]=3)[CH2:7][CH2:6]2)[O:4]CC1.Cl. The catalyst is CO. The product is [N:15]1[CH:16]=[CH:17][C:12]([O:11][CH:8]2[CH2:7][CH2:6][C:5](=[O:4])[CH2:10][CH2:9]2)=[CH:13][CH:14]=1. The yield is 0.890. (5) The reactants are [Br:1][C:2]1[N:6]2[C:7](Br)=[CH:8][N:9]=[CH:10][C:5]2=[N:4][CH:3]=1.[CH:12]([NH2:15])([CH3:14])[CH3:13]. The catalyst is C1COCC1.C(Cl)Cl. The product is [Br:1][C:2]1[N:6]2[CH:7]=[CH:8][N:9]=[C:10]([NH:15][CH:12]([CH3:14])[CH3:13])[C:5]2=[N:4][CH:3]=1. The yield is 0.680. (6) The reactants are [F:1][C:2]1[C:3](O)=[N:4][CH:5]=[C:6]([N+:8]([O-:10])=[O:9])[CH:7]=1.P(Cl)(Cl)(Cl)(Cl)[Cl:13]. The catalyst is P(Cl)(Cl)(Cl)=O. The product is [Cl:13][C:3]1[C:2]([F:1])=[CH:7][C:6]([N+:8]([O-:10])=[O:9])=[CH:5][N:4]=1. The yield is 0.970. (7) The reactants are [O:1]1[CH2:6][CH2:5][CH:4]([C:7]([C:9]2[S:13][C:12]([NH2:14])=[N:11][C:10]=2[C:15]2[O:16][CH:17]=[CH:18][CH:19]=2)=[O:8])[CH2:3][CH2:2]1.[CH3:20][N:21]([CH3:31])[C:22]1[CH:23]=[C:24]([CH:28]=[CH:29][CH:30]=1)[C:25](O)=[O:26].CCN=C=NCCCN(C)C.Cl.O.ON1C2C=CC=CC=2N=N1. The catalyst is CN(C=O)C.O. The product is [CH3:20][N:21]([CH3:31])[C:22]1[CH:23]=[C:24]([CH:28]=[CH:29][CH:30]=1)[C:25]([NH:14][C:12]1[S:13][C:9]([C:7]([CH:4]2[CH2:5][CH2:6][O:1][CH2:2][CH2:3]2)=[O:8])=[C:10]([C:15]2[O:16][CH:17]=[CH:18][CH:19]=2)[N:11]=1)=[O:26]. The yield is 0.410. (8) The reactants are Br[CH2:2][C:3]([NH:5][C:6]1[CH:11]=[C:10]([O:12][CH3:13])[CH:9]=[CH:8][C:7]=1[OH:14])=[O:4].C(=O)([O-])[O-].[K+].[K+].CC#N.O.FC(F)(F)C(O)=O. The catalyst is CN(C)C=O.C(OCC)(=O)C. The product is [CH3:13][O:12][C:10]1[CH:9]=[CH:8][C:7]2[O:14][CH2:2][C:3](=[O:4])[NH:5][C:6]=2[CH:11]=1. The yield is 0.880. (9) The yield is 0.920. The product is [C:18]1([C@@H:13]([NH:1][C:2]2[CH:7]=[CH:6][CH:5]=[CH:4][CH:3]=2)[C:14]([O:16][CH3:17])=[O:15])[CH:23]=[CH:22][CH:21]=[CH:20][CH:19]=1. The catalyst is CC#N. The reactants are [NH2:1][C:2]1[CH:7]=[CH:6][CH:5]=[CH:4][CH:3]=1.CS(O[C@@H:13]([C:18]1[CH:23]=[CH:22][CH:21]=[CH:20][CH:19]=1)[C:14]([O:16][CH3:17])=[O:15])(=O)=O.